This data is from Catalyst prediction with 721,799 reactions and 888 catalyst types from USPTO. The task is: Predict which catalyst facilitates the given reaction. (1) Reactant: [CH3:1][C:2]1[CH:20]=[CH:19][C:5]2[NH:6][C:7](=[O:18])[C:8]3[C:13]4[CH2:14][CH2:15][CH2:16][CH2:17][C:12]=4[S:11][C:9]=3[O:10][C:4]=2[CH:3]=1.ClC1C(=O)C(C#N)=C(C#N)C(=O)C=1Cl. Product: [CH3:1][C:2]1[CH:20]=[CH:19][C:5]2[NH:6][C:7](=[O:18])[C:8]3[C:13]4[CH:14]=[CH:15][CH:16]=[CH:17][C:12]=4[S:11][C:9]=3[O:10][C:4]=2[CH:3]=1. The catalyst class is: 48. (2) Reactant: [C:1]([C@H:5]1[C@@H:11]([C:12]2[CH:17]=[CH:16][C:15]([F:18])=[CH:14][CH:13]=2)[CH2:10][C@H:9]2[N:19]([CH3:20])[C@@H:6]1[CH2:7][CH2:8]2)([O:3]C)=[O:2]. Product: [C:1]([C@H:5]1[C@@H:11]([C:12]2[CH:13]=[CH:14][C:15]([F:18])=[CH:16][CH:17]=2)[CH2:10][C@H:9]2[N:19]([CH3:20])[C@@H:6]1[CH2:7][CH2:8]2)([OH:3])=[O:2]. The catalyst class is: 38. (3) Reactant: [NH2:1][C:2]1[C:6]2=[N:7][CH:8]=[C:9]([Br:11])[CH:10]=[C:5]2[S:4][C:3]=1[C:12]([O:14][CH3:15])=[O:13].[CH3:16][C:17]([O:20][C:21](O[C:21]([O:20][C:17]([CH3:19])([CH3:18])[CH3:16])=[O:22])=[O:22])([CH3:19])[CH3:18].C1COCC1. Product: [Br:11][C:9]1[CH:10]=[C:5]2[S:4][C:3]([C:12]([O:14][CH3:15])=[O:13])=[C:2]([NH:1][C:21]([O:20][C:17]([CH3:19])([CH3:18])[CH3:16])=[O:22])[C:6]2=[N:7][CH:8]=1. The catalyst class is: 142. (4) Reactant: [C:1]([O:4][C@@H:5]1[C@@H:10]([O:11][C:12](=[O:14])[CH3:13])[C@H:9]([O:15][C:16](=[O:18])[CH3:17])[C@@H:8]([CH2:19][O:20][C:21](=[O:23])[CH3:22])[O:7][C@H:6]1[O:24][C:25]1[C:29]([CH2:30][C:31]2[CH:36]=[CH:35][C:34]([O:37][CH2:38][CH2:39][NH2:40])=[CH:33][C:32]=2[CH3:41])=[C:28]([CH:42]([CH3:44])[CH3:43])[NH:27][N:26]=1)(=[O:3])[CH3:2].[CH2:45]([O:52][C:53]([N:55]1[CH2:60][CH2:59][N:58]([C:61](=[O:68])[C:62]([C:65](O)=[O:66])([CH3:64])[CH3:63])[CH2:57][CH2:56]1)=[O:54])[C:46]1[CH:51]=[CH:50][CH:49]=[CH:48][CH:47]=1.ON1C2C=CC=CC=2N=N1.Cl.C(N=C=NCCCN(C)C)C. Product: [C:1]([O:4][C@@H:5]1[C@@H:10]([O:11][C:12](=[O:14])[CH3:13])[C@H:9]([O:15][C:16](=[O:18])[CH3:17])[C@@H:8]([CH2:19][O:20][C:21](=[O:23])[CH3:22])[O:7][C@H:6]1[O:24][C:25]1[C:29]([CH2:30][C:31]2[CH:36]=[CH:35][C:34]([O:37][CH2:38][CH2:39][NH:40][C:65](=[O:66])[C:62]([C:61]([N:58]3[CH2:59][CH2:60][N:55]([C:53]([O:52][CH2:45][C:46]4[CH:51]=[CH:50][CH:49]=[CH:48][CH:47]=4)=[O:54])[CH2:56][CH2:57]3)=[O:68])([CH3:64])[CH3:63])=[CH:33][C:32]=2[CH3:41])=[C:28]([CH:42]([CH3:44])[CH3:43])[NH:27][N:26]=1)(=[O:3])[CH3:2]. The catalyst class is: 681.